From a dataset of Reaction yield outcomes from USPTO patents with 853,638 reactions. Predict the reaction yield, written as a fraction of the theoretical maximum amount of product (1.0 means a 100% yield; for example, 0.34 means a 34% yield). (1) The reactants are CC[C@@H]1[C@@H]2C[C@H]([C@@H](OC3C4C(=CC=CC=4)C(O[C@@H](C4C=CN=C5C=4C=C(OC)C=C5)[C@@H]4N5C[C@H](CC)[C@@H](CC5)C4)=NN=3)C3C=CN=C4C=3C=C([O:22]C)C=C4)N(CC2)C1.CS(N)(=O)=O.[CH2:64]([O:71][C:72](=[O:82])[C@H:73]([N:75]1[C:80](=[O:81])C=CC[O:76]1)[CH3:74])[C:65]1[CH:70]=[CH:69][CH:68]=[CH:67][CH:66]=1.S([O-])([O-])=O.[Na+].[Na+].[C:89]([OH:93])([CH3:92])(C)[CH3:90]. The catalyst is O.CC[C@@H]1[C@@H]2C[C@H]([C@@H](OC3C4C(=CC=CC=4)C(O[C@@H](C4C=CN=C5C=4C=C(OC)C=C5)[C@@H]4N5C[C@H](CC)[C@@H](CC5)C4)=NN=3)C3C=CN=C4C=3C=C(OC)C=C4)N(CC2)C1. The product is [CH2:64]([O:71][C:72]([C@H:73]([N:75]1[C:80](=[O:81])[C@@H:90]([OH:22])[C@@H:89]([OH:93])[CH2:92][O:76]1)[CH3:74])=[O:82])[C:65]1[CH:70]=[CH:69][CH:68]=[CH:67][CH:66]=1. The yield is 0.810. (2) The reactants are Cl[C:2]1[CH:7]=[C:6]([NH:8][C:9]2[CH:18]=[CH:17][CH:16]=[CH:15][C:10]=2[C:11]([NH:13][CH3:14])=[O:12])[C:5]([CH:19]2[CH2:21][CH2:20]2)=[CH:4][N:3]=1.[CH3:22][N:23]1[C:27]([NH2:28])=[CH:26][C:25]([CH3:29])=[N:24]1.C([O-])([O-])=O.[Cs+].[Cs+].CC1(C)C2C(=C(P(C3C=CC=CC=3)C3C=CC=CC=3)C=CC=2)OC2C(P(C3C=CC=CC=3)C3C=CC=CC=3)=CC=CC1=2. The catalyst is C1C=CC(/C=C/C(/C=C/C2C=CC=CC=2)=O)=CC=1.C1C=CC(/C=C/C(/C=C/C2C=CC=CC=2)=O)=CC=1.C1C=CC(/C=C/C(/C=C/C2C=CC=CC=2)=O)=CC=1.[Pd].[Pd].O1CCOCC1. The product is [CH:19]1([C:5]2[C:6]([NH:8][C:9]3[CH:18]=[CH:17][CH:16]=[CH:15][C:10]=3[C:11]([NH:13][CH3:14])=[O:12])=[CH:7][C:2]([NH:28][C:27]3[N:23]([CH3:22])[N:24]=[C:25]([CH3:29])[CH:26]=3)=[N:3][CH:4]=2)[CH2:21][CH2:20]1. The yield is 0.170. (3) The reactants are [C:1]([O:10]C)(=O)[C:2]1[C:3](=[CH:5][CH:6]=[CH:7][CH:8]=1)[SH:4].[CH2:12]([O:14][C:15]1[CH:20]=[CH:19][C:18]([C:21]#[N:22])=[CH:17][N:16]=1)[CH3:13].C(N(CC)CC)C. The catalyst is C1(C)C=CC=CC=1. The product is [CH2:12]([O:14][C:15]1[N:16]=[CH:17][C:18]([C:21]2[S:4][C:3]3[CH:5]=[CH:6][CH:7]=[CH:8][C:2]=3[C:1](=[O:10])[N:22]=2)=[CH:19][CH:20]=1)[CH3:13]. The yield is 0.200. (4) The reactants are C([SiH](CC)CC)C.FC(F)(F)C(O)=O.[CH2:15]([S:17][S:18][CH2:19][C@H:20]1[C:24](=[O:25])[O:23][CH2:22][N:21]1C(OC(C)(C)C)=O)[CH3:16]. The catalyst is ClCCl. The product is [CH2:15]([S:17][S:18][CH2:19][C@H:20]([NH:21][CH3:22])[C:24]([OH:25])=[O:23])[CH3:16]. The yield is 0.430.